Task: Binary Classification. Given a drug SMILES string, predict its activity (active/inactive) in a high-throughput screening assay against a specified biological target.. Dataset: HIV replication inhibition screening data with 41,000+ compounds from the AIDS Antiviral Screen (1) The molecule is COc1c2c(cc3ccc(=O)oc13)C(Cl)C(Cl)O2. The result is 0 (inactive). (2) The result is 0 (inactive). The molecule is Cn1nc(Br)c(=O)n(C(c2ccccc2)c2ccccc2)c1=O.